This data is from Catalyst prediction with 721,799 reactions and 888 catalyst types from USPTO. The task is: Predict which catalyst facilitates the given reaction. (1) Reactant: C(O)C(F)(F)F.Cl.Cl.[NH2:9][C:10]1[CH:11]=[CH:12][C:13]([N:17]2[CH2:22][CH2:21][CH2:20][C@@H:19]([C:23]([N:25]3[CH2:29][CH2:28][CH2:27][CH2:26]3)=[O:24])[CH2:18]2)=[N:14][C:15]=1[NH2:16].[Cl:30][C:31]([Cl:37])([Cl:36])[C:32](=N)OC. Product: [N:25]1([C:23]([C@@H:19]2[CH2:20][CH2:21][CH2:22][N:17]([C:13]3[N:14]=[C:15]4[NH:16][C:32]([C:31]([Cl:37])([Cl:36])[Cl:30])=[N:9][C:10]4=[CH:11][CH:12]=3)[CH2:18]2)=[O:24])[CH2:29][CH2:28][CH2:27][CH2:26]1. The catalyst class is: 106. (2) Reactant: [CH:1]1([CH2:4][NH:5][C:6]2[C:7]([CH2:25][CH3:26])=[N:8][N:9]3[C:14]([C:15]4[C:20]([CH3:21])=[CH:19][C:18]([CH3:22])=[CH:17][C:16]=4[O:23][CH3:24])=[CH:13][CH:12]=[CH:11][C:10]=23)[CH2:3][CH2:2]1.[O:27]1[CH2:32][CH2:31][CH:30]([CH:33]=O)[CH2:29][CH2:28]1.C(O[BH-](OC(=O)C)OC(=O)C)(=O)C.[Na+].C(=O)([O-])O.[Na+]. Product: [CH:1]1([CH2:4][N:5]([C:6]2[C:7]([CH2:25][CH3:26])=[N:8][N:9]3[C:14]([C:15]4[C:20]([CH3:21])=[CH:19][C:18]([CH3:22])=[CH:17][C:16]=4[O:23][CH3:24])=[CH:13][CH:12]=[CH:11][C:10]=23)[CH2:33][CH:30]2[CH2:31][CH2:32][O:27][CH2:28][CH2:29]2)[CH2:2][CH2:3]1. The catalyst class is: 54. (3) Reactant: C([O:3][C:4](=[O:34])[C:5]([CH3:33])([C:27]1[CH:32]=[CH:31][CH:30]=[CH:29][CH:28]=1)[CH2:6][CH2:7][CH2:8][C:9](=[O:26])[CH2:10][CH2:11][CH2:12][C:13]([CH3:25])([C:19]1[CH:24]=[CH:23][CH:22]=[CH:21][CH:20]=1)[C:14]([O:16]CC)=[O:15])C.[OH-].[K+]. Product: [CH3:25][C:13]([C:19]1[CH:20]=[CH:21][CH:22]=[CH:23][CH:24]=1)([CH2:12][CH2:11][CH2:10][C:9](=[O:26])[CH2:8][CH2:7][CH2:6][C:5]([CH3:33])([C:27]1[CH:28]=[CH:29][CH:30]=[CH:31][CH:32]=1)[C:4]([OH:34])=[O:3])[C:14]([OH:16])=[O:15]. The catalyst class is: 97. (4) Reactant: Cl.[CH2:2]([O:5][NH2:6])[CH:3]=[CH2:4].N1C=CC=CC=1.[N+:13]([C:16]1[CH:21]=[CH:20][CH:19]=[CH:18][C:17]=1[S:22](Cl)(=[O:24])=[O:23])([O-:15])=[O:14]. Product: [CH2:2]([O:5][NH:6][S:22]([C:17]1[CH:18]=[CH:19][CH:20]=[CH:21][C:16]=1[N+:13]([O-:15])=[O:14])(=[O:23])=[O:24])[CH:3]=[CH2:4]. The catalyst class is: 2. (5) Reactant: [C:1]([C:3]1[CH:8]=[CH:7][CH:6]=[CH:5][C:4]=1[C:9]1[CH:14]=[CH:13][C:12]([CH2:15][NH:16][C:17]2[C:26]([NH:27][C:28]([O:30]C)=O)=[CH:25][CH:24]=[CH:23][C:18]=2[C:19]([O:21][CH3:22])=[O:20])=[CH:11][CH:10]=1)#[N:2].C[O-].[Na+].Cl. Product: [C:1]([C:3]1[CH:8]=[CH:7][CH:6]=[CH:5][C:4]=1[C:9]1[CH:14]=[CH:13][C:12]([CH2:15][N:16]2[C:17]3[C:18]([C:19]([O:21][CH3:22])=[O:20])=[CH:23][CH:24]=[CH:25][C:26]=3[NH:27][C:28]2=[O:30])=[CH:11][CH:10]=1)#[N:2]. The catalyst class is: 5. (6) Reactant: [N+:1]([C:4]1[CH:5]=[C:6]2[C:11](=[CH:12][CH:13]=1)[N:10]=[C:9]([C:14]1[CH:19]=[CH:18][CH:17]=[C:16]([F:20])[CH:15]=1)[CH:8]=[C:7]2O)([O-:3])=[O:2].P(Cl)(Cl)([Cl:24])=O. The catalyst class is: 6. Product: [N+:1]([C:4]1[CH:5]=[C:6]2[C:11](=[CH:12][CH:13]=1)[N:10]=[C:9]([C:14]1[CH:19]=[CH:18][CH:17]=[C:16]([F:20])[CH:15]=1)[CH:8]=[C:7]2[Cl:24])([O-:3])=[O:2]. (7) Reactant: C([O:3][C:4]([C@H:6]1[C@@H:10]([O:11][C:12]2[CH:17]=[CH:16][CH:15]=[C:14]([CH:18]([CH3:20])[CH3:19])[CH:13]=2)[CH2:9][N:8]([C:21]([O:23][C:24]([CH3:27])([CH3:26])[CH3:25])=[O:22])[CH2:7]1)=O)C.[H-].[H-].[H-].[H-].[Li+].[Al+3]. Product: [C:24]([O:23][C:21]([N:8]1[CH2:9][C@H:10]([O:11][C:12]2[CH:17]=[CH:16][CH:15]=[C:14]([CH:18]([CH3:19])[CH3:20])[CH:13]=2)[C@@H:6]([CH2:4][OH:3])[CH2:7]1)=[O:22])([CH3:26])([CH3:27])[CH3:25]. The catalyst class is: 1. (8) Product: [C:1]([C:3]1[CH:4]=[CH:5][C:6]([C:9](=[O:13])[C:10]([NH:18][C:19]2[CH:20]=[C:21]3[C:26](=[CH:27][CH:28]=2)[C:24](=[O:25])[O:23][CH2:22]3)=[O:12])=[CH:7][CH:8]=1)#[N:2]. The catalyst class is: 80. Reactant: [C:1]([C:3]1[CH:8]=[CH:7][C:6]([C:9](=[O:13])[C:10]([OH:12])=O)=[CH:5][CH:4]=1)#[N:2].S(Cl)(Cl)=O.[NH2:18][C:19]1[CH:20]=[C:21]2[C:26](=[CH:27][CH:28]=1)[C:24](=[O:25])[O:23][CH2:22]2. (9) Reactant: Br[C:2]1[CH:3]=[CH:4][C:5]([NH:9][C:10](=[O:12])[CH3:11])=[N:6][C:7]=1[CH3:8].[C:13]([O:17][C:18]([N:20]1[CH2:25][CH2:24][CH:23]([NH2:26])[CH2:22][CH2:21]1)=[O:19])([CH3:16])([CH3:15])[CH3:14].O(C(C)(C)C)[K].C1(P(C2CCCCC2)C2C=CC=CC=2C2C(C(C)C)=CC(C(C)C)=CC=2C(C)C)CCCCC1. Product: [C:13]([O:17][C:18]([N:20]1[CH2:25][CH2:24][CH:23]([NH:26][C:2]2[C:7]([CH3:8])=[N:6][C:5]([NH:9][C:10](=[O:12])[CH3:11])=[CH:4][CH:3]=2)[CH2:22][CH2:21]1)=[O:19])([CH3:16])([CH3:14])[CH3:15]. The catalyst class is: 101. (10) Reactant: [N:1]1([CH2:6][CH2:7][OH:8])[CH2:5][CH2:4][CH2:3][CH2:2]1.[H-].[Na+].[CH3:11][C:12]1[CH:17]=[C:16]([C:18]2[NH:27][C:26](=[O:28])[C:25]3[C:20](=[CH:21][C:22]([F:30])=[CH:23][C:24]=3F)[N:19]=2)[CH:15]=[C:14]([CH3:31])[N:13]=1.O. Product: [CH3:11][C:12]1[CH:17]=[C:16]([C:18]2[NH:27][C:26](=[O:28])[C:25]3[C:20](=[CH:21][C:22]([F:30])=[CH:23][C:24]=3[O:8][CH2:7][CH2:6][N:1]3[CH2:5][CH2:4][CH2:3][CH2:2]3)[N:19]=2)[CH:15]=[C:14]([CH3:31])[N:13]=1. The catalyst class is: 640.